This data is from Catalyst prediction with 721,799 reactions and 888 catalyst types from USPTO. The task is: Predict which catalyst facilitates the given reaction. (1) Reactant: [CH:1]1([N:6]2[C:14]3[CH:13]=[CH:12][N:11]=[C:10]([O:15]C)[C:9]=3[C:8]([C:17]3[CH:18]=[C:19]([C:22]([NH:24][CH2:25][CH2:26][OH:27])=[O:23])[S:20][CH:21]=3)=[N:7]2)[CH2:5][CH2:4][CH2:3][CH2:2]1.[I-].[Na+].Cl[Si](C)(C)C.O. Product: [CH:1]1([N:6]2[C:14]3[CH:13]=[CH:12][NH:11][C:10](=[O:15])[C:9]=3[C:8]([C:17]3[CH:18]=[C:19]([C:22]([NH:24][CH2:25][CH2:26][OH:27])=[O:23])[S:20][CH:21]=3)=[N:7]2)[CH2:2][CH2:3][CH2:4][CH2:5]1. The catalyst class is: 10. (2) Reactant: [Cl:1][C:2]1[CH:7]=[CH:6][CH:5]=[CH:4][C:3]=1[NH:8][C:9](=[O:36])[NH:10][C:11]1[CH:16]=[CH:15][C:14]([C:17]2[S:21][C:20]([CH:22]3[CH2:27][CH2:26][CH:25]([CH2:28][C:29]([O:31]C(C)(C)C)=[O:30])[CH2:24][CH2:23]3)=[N:19][CH:18]=2)=[CH:13][CH:12]=1.[OH-].[Na+]. Product: [Cl:1][C:2]1[CH:7]=[CH:6][CH:5]=[CH:4][C:3]=1[NH:8][C:9](=[O:36])[NH:10][C:11]1[CH:12]=[CH:13][C:14]([C:17]2[S:21][C:20]([CH:22]3[CH2:23][CH2:24][CH:25]([CH2:28][C:29]([OH:31])=[O:30])[CH2:26][CH2:27]3)=[N:19][CH:18]=2)=[CH:15][CH:16]=1. The catalyst class is: 36. (3) Reactant: [CH3:1][O:2][C:3](=[O:13])[C:4]1[CH:9]=[C:8]([OH:10])[C:7]([OH:11])=[C:6]([OH:12])[CH:5]=1.[CH3:14]OS(OC)(=O)=O.[OH-].[Na+]. Product: [OH:12][C:6]1[CH:5]=[C:4]([CH:9]=[C:8]([O:10][CH3:14])[C:7]=1[OH:11])[C:3]([O:2][CH3:1])=[O:13]. The catalyst class is: 6. (4) Reactant: Br[C:2]1[C:3]([N:9](CC2C=C(OC)C=C(OC)C=2)[CH2:10][CH2:11][C:12]([NH:14][CH3:15])=[O:13])=[N:4][C:5]([Cl:8])=[N:6][CH:7]=1.C(O)(C(F)(F)F)=O. Product: [Cl:8][C:5]1[N:4]=[C:3]2[C:2]([N:14]([CH3:15])[C:12](=[O:13])[CH2:11][CH2:10][NH:9]2)=[CH:7][N:6]=1. The catalyst class is: 2. (5) Reactant: Br[C:2]1[C:7]2[CH:8]=[CH:9][S:10][C:6]=2[CH:5]=[CH:4][N:3]=1.[Cl:11][C:12]1[CH:17]=[CH:16][C:15]([CH2:18][CH2:19][NH2:20])=[CH:14][CH:13]=1.C(Cl)Cl. Product: [Cl:11][C:12]1[CH:17]=[CH:16][C:15]([CH2:18][CH2:19][NH:20][C:2]2[C:7]3[CH:8]=[CH:9][S:10][C:6]=3[CH:5]=[CH:4][N:3]=2)=[CH:14][CH:13]=1. The catalyst class is: 5.